Dataset: Catalyst prediction with 721,799 reactions and 888 catalyst types from USPTO. Task: Predict which catalyst facilitates the given reaction. (1) Reactant: [NH:1]1[CH2:4][CH2:3][C@H:2]1[CH2:5][O:6][C:7]1[CH:8]=[N:9][CH:10]=[C:11]([C:13]2[CH:18]=[CH:17][CH:16]=[C:15]([CH2:19][C@H:20]([O:28][CH3:29])[CH2:21][C:22]3[CH:27]=[CH:26][CH:25]=[CH:24][CH:23]=3)[CH:14]=2)[CH:12]=1.[ClH:30]. Product: [ClH:30].[NH:1]1[CH2:4][CH2:3][C@H:2]1[CH2:5][O:6][C:7]1[CH:8]=[N:9][CH:10]=[C:11]([C:13]2[CH:18]=[CH:17][CH:16]=[C:15]([CH2:19][C@H:20]([O:28][CH3:29])[CH2:21][C:22]3[CH:27]=[CH:26][CH:25]=[CH:24][CH:23]=3)[CH:14]=2)[CH:12]=1. The catalyst class is: 5. (2) Reactant: [CH3:1][O:2][C:3]1[CH:16]=[CH:15][C:6]2[CH:7]=[C:8]([C:10]([O:12]CC)=[O:11])[O:9][C:5]=2[CH:4]=1.CO.[Li+].[OH-]. Product: [CH3:1][O:2][C:3]1[CH:16]=[CH:15][C:6]2[CH:7]=[C:8]([C:10]([OH:12])=[O:11])[O:9][C:5]=2[CH:4]=1. The catalyst class is: 20. (3) Reactant: [C:1]([C:4]1[CH:5]=[C:6]([C:13]2[CH:35]=[CH:34][C:16]([CH2:17][NH:18][C@@H:19]([C:28]3[CH:33]=[CH:32][CH:31]=[CH:30][CH:29]=3)[C:20]([O:22]C3CCCC3)=[O:21])=[CH:15][CH:14]=2)[S:7][C:8]=1[NH:9][C:10](=[O:12])[NH2:11])(=[O:3])[NH2:2].[Li+].[OH-]. Product: [C:1]([C:4]1[CH:5]=[C:6]([C:13]2[CH:35]=[CH:34][C:16]([CH2:17][NH:18][C@@H:19]([C:28]3[CH:29]=[CH:30][CH:31]=[CH:32][CH:33]=3)[C:20]([OH:22])=[O:21])=[CH:15][CH:14]=2)[S:7][C:8]=1[NH:9][C:10](=[O:12])[NH2:11])(=[O:3])[NH2:2]. The catalyst class is: 7. (4) Reactant: [CH2:1]([C:3]1[CH:8]=[C:7]([O:9][CH2:10][O:11][CH2:12][CH2:13][Si:14]([CH3:17])([CH3:16])[CH3:15])[CH:6]=[CH:5][C:4]=1[C:18]1[N+:23]([O-])=[CH:22][C:21]2[CH:25]=[N:26][N:27]([CH2:28][O:29][CH2:30][CH2:31][Si:32]([CH3:35])([CH3:34])[CH3:33])[C:20]=2[CH:19]=1)[CH3:2].C(OC(=O)C)(=[O:38])C. Product: [CH2:1]([C:3]1[CH:8]=[C:7]([O:9][CH2:10][O:11][CH2:12][CH2:13][Si:14]([CH3:17])([CH3:16])[CH3:15])[CH:6]=[CH:5][C:4]=1[C:18]1[N:23]=[C:22]([OH:38])[C:21]2[CH:25]=[N:26][N:27]([CH2:28][O:29][CH2:30][CH2:31][Si:32]([CH3:35])([CH3:34])[CH3:33])[C:20]=2[CH:19]=1)[CH3:2]. The catalyst class is: 1. (5) Reactant: [CH3:1][S:2]([CH2:5][CH2:6][CH2:7][OH:8])(=[O:4])=[O:3].C(N(CC)CC)C.[CH3:16][S:17](Cl)(=[O:19])=[O:18]. Product: [CH3:1][S:2]([CH2:5][CH2:6][CH2:7][O:8][S:17]([CH3:16])(=[O:19])=[O:18])(=[O:4])=[O:3]. The catalyst class is: 4. (6) Reactant: [CH3:1][O:2][C:3]1[CH:10]=[CH:9][C:6]([C:7]#[N:8])=[CH:5][CH:4]=1.[N-:11]=[N+:12]=[N-:13].[Na+].Cl.C(N(CC)CC)C. Product: [CH3:1][O:2][C:3]1[CH:10]=[CH:9][C:6]([C:7]2[NH:13][N:12]=[N:11][N:8]=2)=[CH:5][CH:4]=1. The catalyst class is: 113. (7) Reactant: [C:1]1([C:7]2[N:8]=[CH:9][NH:10][CH:11]=2)[CH:6]=[CH:5][CH:4]=[CH:3][CH:2]=1.[C:12]([O:16][C:17](=[O:24])[NH:18][CH:19]1[CH2:22][O:21][C:20]1=[O:23])([CH3:15])([CH3:14])[CH3:13]. Product: [C:12]([O:16][C:17]([NH:18][C@@H:19]([CH2:22][N:10]1[CH:11]=[C:7]([C:1]2[CH:2]=[CH:3][CH:4]=[CH:5][CH:6]=2)[N:8]=[CH:9]1)[C:20]([OH:23])=[O:21])=[O:24])([CH3:15])([CH3:13])[CH3:14]. The catalyst class is: 10.